Dataset: NCI-60 drug combinations with 297,098 pairs across 59 cell lines. Task: Regression. Given two drug SMILES strings and cell line genomic features, predict the synergy score measuring deviation from expected non-interaction effect. (1) Drug 1: CCN(CC)CCCC(C)NC1=C2C=C(C=CC2=NC3=C1C=CC(=C3)Cl)OC. Drug 2: C1CC(=O)NC(=O)C1N2C(=O)C3=CC=CC=C3C2=O. Cell line: OVCAR-4. Synergy scores: CSS=9.45, Synergy_ZIP=-1.10, Synergy_Bliss=4.09, Synergy_Loewe=-6.80, Synergy_HSA=-0.109. (2) Cell line: OVCAR-4. Drug 1: C1CCC(CC1)NC(=O)N(CCCl)N=O. Drug 2: CN(C(=O)NC(C=O)C(C(C(CO)O)O)O)N=O. Synergy scores: CSS=1.28, Synergy_ZIP=-1.61, Synergy_Bliss=-3.69, Synergy_Loewe=-7.43, Synergy_HSA=-3.89. (3) Drug 1: CC(CN1CC(=O)NC(=O)C1)N2CC(=O)NC(=O)C2. Drug 2: CCN(CC)CCNC(=O)C1=C(NC(=C1C)C=C2C3=C(C=CC(=C3)F)NC2=O)C. Cell line: SR. Synergy scores: CSS=58.7, Synergy_ZIP=6.74, Synergy_Bliss=6.05, Synergy_Loewe=3.42, Synergy_HSA=4.39. (4) Drug 1: CC1=C(C(CCC1)(C)C)C=CC(=CC=CC(=CC(=O)O)C)C. Drug 2: C1=CN(C=N1)CC(O)(P(=O)(O)O)P(=O)(O)O. Cell line: MCF7. Synergy scores: CSS=4.29, Synergy_ZIP=-3.48, Synergy_Bliss=0.607, Synergy_Loewe=-5.03, Synergy_HSA=-0.364. (5) Drug 1: CC1=C(C=C(C=C1)C(=O)NC2=CC(=CC(=C2)C(F)(F)F)N3C=C(N=C3)C)NC4=NC=CC(=N4)C5=CN=CC=C5. Drug 2: C(CCl)NC(=O)N(CCCl)N=O. Cell line: HL-60(TB). Synergy scores: CSS=7.45, Synergy_ZIP=-2.79, Synergy_Bliss=-4.55, Synergy_Loewe=3.77, Synergy_HSA=-0.886. (6) Drug 1: CC1=C(C(CCC1)(C)C)C=CC(=CC=CC(=CC(=O)O)C)C. Drug 2: CN(CCCl)CCCl.Cl. Cell line: M14. Synergy scores: CSS=5.89, Synergy_ZIP=-1.89, Synergy_Bliss=-0.822, Synergy_Loewe=-10.9, Synergy_HSA=-6.75. (7) Drug 1: CC12CCC3C(C1CCC2=O)CC(=C)C4=CC(=O)C=CC34C. Drug 2: C(CCl)NC(=O)N(CCCl)N=O. Cell line: SF-268. Synergy scores: CSS=46.4, Synergy_ZIP=-0.592, Synergy_Bliss=1.31, Synergy_Loewe=-1.02, Synergy_HSA=0.920. (8) Drug 1: CN(C)N=NC1=C(NC=N1)C(=O)N. Drug 2: B(C(CC(C)C)NC(=O)C(CC1=CC=CC=C1)NC(=O)C2=NC=CN=C2)(O)O. Cell line: A498. Synergy scores: CSS=-0.701, Synergy_ZIP=-3.39, Synergy_Bliss=-8.70, Synergy_Loewe=-17.3, Synergy_HSA=-9.24.